Dataset: Forward reaction prediction with 1.9M reactions from USPTO patents (1976-2016). Task: Predict the product of the given reaction. Given the reactants CCN=C=NCCCN(C)C.[F:12][C:13]1[CH:18]=[C:17]([CH3:19])[CH:16]=[CH:15][C:14]=1[C:20]1[CH:25]=[C:24]([C:26]2[N:27]([CH:31]([CH3:33])[CH3:32])[N:28]=[CH:29][CH:30]=2)[CH:23]=[C:22]([C:34](O)=[O:35])[CH:21]=1.C1C=CC2N(O)N=NC=2C=1.CN1C(=O)CCC1.[NH2:54][CH:55]([CH3:58])[CH2:56][OH:57], predict the reaction product. The product is: [OH:57][CH2:56][CH:55]([NH:54][C:34]([C:22]1[CH:21]=[C:20]([C:14]2[CH:15]=[CH:16][C:17]([CH3:19])=[CH:18][C:13]=2[F:12])[CH:25]=[C:24]([C:26]2[N:27]([CH:31]([CH3:33])[CH3:32])[N:28]=[CH:29][CH:30]=2)[CH:23]=1)=[O:35])[CH3:58].